From a dataset of Forward reaction prediction with 1.9M reactions from USPTO patents (1976-2016). Predict the product of the given reaction. (1) Given the reactants [Si:1]([O:8][CH:9]([CH2:15][CH2:16][CH2:17][CH3:18])[C:10]([O:12]CC)=O)([C:4]([CH3:7])([CH3:6])[CH3:5])([CH3:3])[CH3:2].[CH3:19][O:20][P:21]([CH2:25]C(=O)CC(O[Si](C(C)(C)C)(C)C)CCC)(=[O:24])[O:22][CH3:23], predict the reaction product. The product is: [CH3:19][O:20][P:21]([CH2:25][C:10](=[O:12])[CH:9]([O:8][Si:1]([C:4]([CH3:5])([CH3:6])[CH3:7])([CH3:2])[CH3:3])[CH2:15][CH2:16][CH2:17][CH3:18])(=[O:24])[O:22][CH3:23]. (2) Given the reactants [S:1]1[CH:5]=[CH:4][CH:3]=[C:2]1[C:6]1[CH:11]=[CH:10][N:9]=[C:8]2[N:12]([C@@H:15]3[O:20][C@H:19]([CH2:21][O:22]C(C4C=CC=CC=4)(C4C=CC(OC)=CC=4)C4C=CC(OC)=CC=4)[C@@H:17]([OH:18])[CH2:16]3)[CH:13]=[N:14][C:7]=12.[C:46](OC(=O)C)(=[O:48])[CH3:47].O, predict the reaction product. The product is: [S:1]1[CH:5]=[CH:4][CH:3]=[C:2]1[C:6]1[CH:11]=[CH:10][N:9]=[C:8]2[N:12]([C@@H:15]3[O:20][C@H:19]([CH2:21][OH:22])[C@@H:17]([O:18][C:46](=[O:48])[CH3:47])[CH2:16]3)[CH:13]=[N:14][C:7]=12. (3) Given the reactants [C:1]([O:5][C:6](=[O:23])[NH:7][C:8]1[CH:13]=[C:12]([O:14][CH2:15][C:16]([F:19])([F:18])[F:17])[CH:11]=[CH:10][C:9]=1[N+:20]([O-])=O)([CH3:4])([CH3:3])[CH3:2], predict the reaction product. The product is: [C:1]([O:5][C:6](=[O:23])[NH:7][C:8]1[CH:13]=[C:12]([O:14][CH2:15][C:16]([F:19])([F:18])[F:17])[CH:11]=[CH:10][C:9]=1[NH2:20])([CH3:4])([CH3:2])[CH3:3]. (4) Given the reactants [F:1][C:2]1[CH:21]=[C:20]([N+:22]([O-:24])=[O:23])[CH:19]=[CH:18][C:3]=1[O:4][C:5]1[C:14]2[C:9](=[CH:10][C:11]([OH:17])=[C:12]([O:15][CH3:16])[CH:13]=2)[N:8]=[CH:7][CH:6]=1.C(=O)([O-])[O-].[Cs+].[Cs+].CS(O[CH2:36][CH:37]1[CH2:42][CH2:41][N:40]([C:43]([O:45][C:46]([CH3:49])([CH3:48])[CH3:47])=[O:44])[CH2:39][CH2:38]1)(=O)=O, predict the reaction product. The product is: [F:1][C:2]1[CH:21]=[C:20]([N+:22]([O-:24])=[O:23])[CH:19]=[CH:18][C:3]=1[O:4][C:5]1[C:14]2[C:9](=[CH:10][C:11]([O:17][CH2:36][CH:37]3[CH2:42][CH2:41][N:40]([C:43]([O:45][C:46]([CH3:47])([CH3:49])[CH3:48])=[O:44])[CH2:39][CH2:38]3)=[C:12]([O:15][CH3:16])[CH:13]=2)[N:8]=[CH:7][CH:6]=1. (5) Given the reactants Br[CH2:2][CH2:3][O:4][CH2:5][CH2:6][P:7](=[O:14])([O:11][CH2:12][CH3:13])[O:8][CH2:9][CH3:10].[N-:15]=[N+:16]=[N-:17].[Na+], predict the reaction product. The product is: [N:15]([CH2:2][CH2:3][O:4][CH2:5][CH2:6][P:7](=[O:14])([O:11][CH2:12][CH3:13])[O:8][CH2:9][CH3:10])=[N+:16]=[N-:17]. (6) Given the reactants [Br:1]Br.[F:3][CH:4]([F:19])[O:5][C:6]1[N:10]([CH3:11])[N:9]=[C:8]([C:12]2[CH:17]=[CH:16][C:15]([F:18])=[CH:14][CH:13]=2)[CH:7]=1, predict the reaction product. The product is: [Br:1][C:7]1[C:8]([C:12]2[CH:17]=[CH:16][C:15]([F:18])=[CH:14][CH:13]=2)=[N:9][N:10]([CH3:11])[C:6]=1[O:5][CH:4]([F:3])[F:19]. (7) Given the reactants [C:1]([C:3]1[CH:4]=[C:5]([CH:9]=[CH:10][CH:11]=1)[C:6]([OH:8])=O)#[N:2].S(Cl)(Cl)=O.[NH2:16][C:17]1[C:22]([Cl:23])=[CH:21][N:20]=[CH:19][C:18]=1[Cl:24].[H-].[Na+], predict the reaction product. The product is: [C:1]([C:3]1[CH:4]=[C:5]([CH:9]=[CH:10][CH:11]=1)[C:6]([NH:16][C:17]1[C:22]([Cl:23])=[CH:21][N:20]=[CH:19][C:18]=1[Cl:24])=[O:8])#[N:2].